From a dataset of Reaction yield outcomes from USPTO patents with 853,638 reactions. Predict the reaction yield, written as a fraction of the theoretical maximum amount of product (1.0 means a 100% yield; for example, 0.34 means a 34% yield). (1) The reactants are [CH3:1][O:2][C:3]1[CH:4]=[C:5]([C:11]2[C:20](=[O:21])[C:19]3[C:14](=[CH:15][C:16]([O:22][CH2:23][CH:24]4[CH2:26][O:25]4)=[CH:17][CH:18]=3)[O:13][CH:12]=2)[CH:6]=[CH:7][C:8]=1[O:9][CH3:10].[NH:27]1[CH2:32][CH2:31][O:30][CH2:29][CH2:28]1. The catalyst is C(O)C. The product is [CH3:1][O:2][C:3]1[CH:4]=[C:5]([C:11]2[C:20](=[O:21])[C:19]3[C:14](=[CH:15][C:16]([O:22][CH2:23][CH:24]([OH:25])[CH2:26][N:27]4[CH2:32][CH2:31][O:30][CH2:29][CH2:28]4)=[CH:17][CH:18]=3)[O:13][CH:12]=2)[CH:6]=[CH:7][C:8]=1[O:9][CH3:10]. The yield is 0.510. (2) The reactants are [C:1]([O:5][C:6](=[O:20])[C:7]1[CH:12]=[CH:11][CH:10]=[C:9]([C:13]2[C:18]([CH3:19])=[CH:17][CH:16]=[CH:15][N:14]=2)[CH:8]=1)([CH3:4])([CH3:3])[CH3:2].NC(N)=[O:23].OO.C1(=O)OC(=O)C2=CC=CC=C12.[O-]S([O-])=O.[Na+].[Na+].C([O-])([O-])=O.[Na+].[Na+]. The catalyst is CCOC(C)=O.O. The product is [C:1]([O:5][C:6]([C:7]1[CH:8]=[C:9]([C:13]2[C:18]([CH3:19])=[CH:17][CH:16]=[CH:15][N+:14]=2[O-:23])[CH:10]=[CH:11][CH:12]=1)=[O:20])([CH3:4])([CH3:3])[CH3:2]. The yield is 0.950. (3) The reactants are [CH2:1]([O:3][C:4](=[O:24])[C@@H:5]([O:21][CH2:22][CH3:23])[CH2:6][C:7]1[CH:12]=[CH:11][C:10]([O:13]CC2C=CC=CC=2)=[CH:9][CH:8]=1)[CH3:2]. The catalyst is C(OCC)(=O)C.[Pd]. The product is [CH2:1]([O:3][C:4](=[O:24])[C@@H:5]([O:21][CH2:22][CH3:23])[CH2:6][C:7]1[CH:8]=[CH:9][C:10]([OH:13])=[CH:11][CH:12]=1)[CH3:2]. The yield is 0.760. (4) The reactants are [CH2:1]([C:3]1[C:24]([N:25]2[CH2:30][CH2:29][C:28](=O)[CH2:27][CH2:26]2)=[CH:23][C:6]2[C:7]([CH3:22])([CH3:21])[C:8]3[NH:9][C:10]4[C:15]([C:16]=3[C:17](=[O:18])[C:5]=2[CH:4]=1)=[CH:14][CH:13]=[C:12]([C:19]#[N:20])[CH:11]=4)[CH3:2].Cl.[NH2:33][OH:34]. The catalyst is C(O)C.C(OCC)(=O)C. The product is [CH2:1]([C:3]1[C:24]([N:25]2[CH2:30][CH2:29][C:28](=[N:33][OH:34])[CH2:27][CH2:26]2)=[CH:23][C:6]2[C:7]([CH3:22])([CH3:21])[C:8]3[NH:9][C:10]4[C:15]([C:16]=3[C:17](=[O:18])[C:5]=2[CH:4]=1)=[CH:14][CH:13]=[C:12]([C:19]#[N:20])[CH:11]=4)[CH3:2]. The yield is 0.740. (5) The reactants are [H-].[Na+].[C:3]1([OH:9])[CH:8]=[CH:7][CH:6]=[CH:5][CH:4]=1.Cl[C:11]1[CH:20]=[CH:19][C:18]2[C:13](=[C:14]([C:21]3[NH:29][C:28]4[CH2:27][CH2:26][NH:25][C:24](=[O:30])[C:23]=4[CH:22]=3)[CH:15]=[CH:16][CH:17]=2)[N:12]=1. The catalyst is CN(C=O)C. The product is [O:9]([C:11]1[CH:20]=[CH:19][C:18]2[C:13](=[C:14]([C:21]3[NH:29][C:28]4[CH2:27][CH2:26][NH:25][C:24](=[O:30])[C:23]=4[CH:22]=3)[CH:15]=[CH:16][CH:17]=2)[N:12]=1)[C:3]1[CH:8]=[CH:7][CH:6]=[CH:5][CH:4]=1. The yield is 0.800. (6) The reactants are [Cl:1][C:2]1[N:3]=[C:4](Cl)[C:5]2[CH2:10][CH2:9][CH:8]([C:11]3[CH:16]=[CH:15][CH:14]=[CH:13][CH:12]=3)[C:6]=2[N:7]=1.[CH2:18]1[CH2:22]O[CH2:20][CH2:19]1.C([Mg]Br)CC=C. The catalyst is CN1C(=O)CCC1. The product is [CH2:20]([C:4]1[C:5]2[CH2:10][CH2:9][CH:8]([C:11]3[CH:16]=[CH:15][CH:14]=[CH:13][CH:12]=3)[C:6]=2[N:7]=[C:2]([Cl:1])[N:3]=1)[CH2:19][CH:18]=[CH2:22]. The yield is 0.512. (7) The reactants are N/[C:2](/[CH3:6])=[CH:3]\[C:4]#[N:5].[O:7]1[CH2:12][CH2:11][CH:10]([NH:13][NH2:14])[CH2:9][CH2:8]1.C(N(CC)CC)C. The catalyst is C(O)C. The product is [CH3:6][C:2]1[CH:3]=[C:4]([NH2:5])[N:13]([CH:10]2[CH2:11][CH2:12][O:7][CH2:8][CH2:9]2)[N:14]=1. The yield is 0.570. (8) The reactants are [CH2:1]([C:12]#[N:13])[CH2:2][CH2:3][CH2:4][CH2:5][CH2:6][CH2:7][CH2:8][CH2:9][CH2:10][CH3:11].[NH2:14][OH:15]. The catalyst is CCO. The product is [OH:15][NH:14][C:12](=[NH:13])[CH2:1][CH2:2][CH2:3][CH2:4][CH2:5][CH2:6][CH2:7][CH2:8][CH2:9][CH2:10][CH3:11]. The yield is 0.940.